Dataset: Peptide-MHC class II binding affinity with 134,281 pairs from IEDB. Task: Regression. Given a peptide amino acid sequence and an MHC pseudo amino acid sequence, predict their binding affinity value. This is MHC class II binding data. (1) The peptide sequence is DHMSIYKFMGRSHFL. The MHC is DRB1_1302 with pseudo-sequence DRB1_1302. The binding affinity (normalized) is 0. (2) The peptide sequence is EPTAAPAEPEAPAPE. The MHC is HLA-DQA10401-DQB10402 with pseudo-sequence HLA-DQA10401-DQB10402. The binding affinity (normalized) is 0.465.